This data is from Peptide-MHC class I binding affinity with 185,985 pairs from IEDB/IMGT. The task is: Regression. Given a peptide amino acid sequence and an MHC pseudo amino acid sequence, predict their binding affinity value. This is MHC class I binding data. (1) The peptide sequence is WPVMQWLTA. The MHC is HLA-B57:01 with pseudo-sequence HLA-B57:01. The binding affinity (normalized) is 0.0847. (2) The peptide sequence is LYDSQGLPEELP. The MHC is HLA-A02:03 with pseudo-sequence HLA-A02:03. The binding affinity (normalized) is 0. (3) The peptide sequence is QLDQRRALL. The MHC is HLA-B27:05 with pseudo-sequence HLA-B27:05. The binding affinity (normalized) is 0.0847. (4) The peptide sequence is VGFLFYQKT. The MHC is H-2-Kb with pseudo-sequence H-2-Kb. The binding affinity (normalized) is 0.530. (5) The binding affinity (normalized) is 0.213. The peptide sequence is ATVKGMQSY. The MHC is HLA-B08:01 with pseudo-sequence HLA-B08:01.